This data is from Reaction yield outcomes from USPTO patents with 853,638 reactions. The task is: Predict the reaction yield, written as a fraction of the theoretical maximum amount of product (1.0 means a 100% yield; for example, 0.34 means a 34% yield). (1) The reactants are [H-].[Na+].[I:3][C:4]1[CH:17]=[CH:16][C:7]([CH2:8][C:9]2[CH:14]=[CH:13][C:12]([OH:15])=[CH:11][CH:10]=2)=[CH:6][CH:5]=1.[C:18]([O:22][C:23]([N:25]1[CH2:29][CH2:28][CH2:27][C@@H:26]1[CH2:30]OS(C1C=CC(C)=CC=1)(=O)=O)=[O:24])([CH3:21])([CH3:20])[CH3:19]. The catalyst is CN(C=O)C. The product is [C:18]([O:22][C:23]([N:25]1[CH2:29][CH2:28][CH2:27][C@@H:26]1[CH2:30][O:15][C:12]1[CH:13]=[CH:14][C:9]([CH2:8][C:7]2[CH:6]=[CH:5][C:4]([I:3])=[CH:17][CH:16]=2)=[CH:10][CH:11]=1)=[O:24])([CH3:21])([CH3:19])[CH3:20]. The yield is 0.590. (2) The reactants are [Br:1][C:2]1[CH:11]=[CH:10][C:9]2[N:8]([CH2:12][CH2:13][CH2:14][C:15](O)=[O:16])[C:7](=[O:18])[C:6]3[C:19]([CH3:22])=[N:20][NH:21][C:5]=3[C:4]=2[CH:3]=1.O.ON1C2C=CC=CC=2N=N1.C(N(CC)C(C)C)(C)C.[C:43]([N:50]1[CH2:55][CH2:54][NH:53][CH2:52][CH2:51]1)([O:45][C:46]([CH3:49])([CH3:48])[CH3:47])=[O:44].C(N=C=NCCCN(C)C)C. The catalyst is CN(C=O)C. The yield is 0.760. The product is [C:46]([O:45][C:43]([N:50]1[CH2:51][CH2:52][N:53]([C:15](=[O:16])[CH2:14][CH2:13][CH2:12][N:8]2[C:9]3[CH:10]=[CH:11][C:2]([Br:1])=[CH:3][C:4]=3[C:5]3[NH:21][N:20]=[C:19]([CH3:22])[C:6]=3[C:7]2=[O:18])[CH2:54][CH2:55]1)=[O:44])([CH3:49])([CH3:48])[CH3:47]. (3) The reactants are [CH2:1]([N:8]1[C:16]2[C:11](=[CH:12][C:13]([C:17]3[CH:22]=[CH:21][C:20]([C:23]([CH3:26])([CH3:25])[CH3:24])=[CH:19][CH:18]=3)=[CH:14][CH:15]=2)[CH:10]=[CH:9]1)[C:2]1[CH:7]=[CH:6][CH:5]=[CH:4][CH:3]=1.[C:27](Cl)(=[O:31])[C:28](Cl)=[O:29].[CH2:33]([OH:35])[CH3:34]. No catalyst specified. The product is [CH2:1]([N:8]1[C:16]2[C:11](=[CH:12][C:13]([C:17]3[CH:18]=[CH:19][C:20]([C:23]([CH3:26])([CH3:25])[CH3:24])=[CH:21][CH:22]=3)=[CH:14][CH:15]=2)[C:10]([C:27](=[O:31])[C:28]([O:35][CH2:33][CH3:34])=[O:29])=[CH:9]1)[C:2]1[CH:3]=[CH:4][CH:5]=[CH:6][CH:7]=1. The yield is 0.710. (4) The reactants are [OH:1][CH2:2][C:3]([CH3:22])([CH3:21])[CH2:4][CH2:5][CH2:6][CH2:7][CH2:8][C:9](=[O:20])[CH2:10][CH2:11][CH2:12][CH2:13][CH2:14][C:15]([CH3:19])([CH3:18])[CH2:16][OH:17].C[C:24]1[CH:29]=[CH:28][C:27](S(C[N+]#[C-])(=O)=O)=[CH:26]C=1.[H-].[Na+].Cl. The catalyst is [I-].C([N+](CCCC)(CCCC)CCCC)CCC.CS(C)=O.CCOCC.CO.O. The product is [OH:17][CH2:16][C:15]([CH3:18])([C:19]1[CH:26]=[CH:27][CH:28]=[CH:29][CH:24]=1)[CH2:14][CH2:13][CH2:12][CH2:11][CH2:10][C:9](=[O:20])[CH2:8][CH2:7][CH2:6][CH2:5][CH2:4][C:3]([CH3:22])([C:21]1[CH:6]=[CH:5][CH:4]=[CH:3][CH:2]=1)[CH2:2][OH:1]. The yield is 0.560. (5) The reactants are C(OC(=O)[NH:7][C@@H:8]1[C:14](=[O:15])[N:13]([CH2:16][C:17]2[C:26]3[C:21](=[CH:22][C:23]([Br:27])=[CH:24][CH:25]=3)[CH:20]=[CH:19][C:18]=2[O:28][CH3:29])[C:12]2[CH:30]=[CH:31][CH:32]=[CH:33][C:11]=2[NH:10][CH2:9]1)(C)(C)C.[C:35]([OH:41])([C:37]([F:40])([F:39])[F:38])=[O:36]. The catalyst is C(Cl)Cl. The product is [F:38][C:37]([F:40])([F:39])[C:35]([OH:41])=[O:36].[NH2:7][C@@H:8]1[C:14](=[O:15])[N:13]([CH2:16][C:17]2[C:26]3[C:21](=[CH:22][C:23]([Br:27])=[CH:24][CH:25]=3)[CH:20]=[CH:19][C:18]=2[O:28][CH3:29])[C:12]2[CH:30]=[CH:31][CH:32]=[CH:33][C:11]=2[NH:10][CH2:9]1. The yield is 0.706. (6) The reactants are I[C:2]1[C:3]([O:15][CH2:16][C:17]2[CH:22]=[CH:21][C:20]([O:23][CH3:24])=[CH:19][CH:18]=2)=[N:4][C:5]([N:8]2[CH2:13][CH2:12][N:11]([CH3:14])[CH2:10][CH2:9]2)=[N:6][CH:7]=1.C(=O)([O-])[O-].[K+].[K+].[NH2:31][C:32]1[CH:33]=[C:34]([SH:38])[CH:35]=[CH:36][CH:37]=1. The catalyst is CN(C=O)C.S1C=CC=C1C([O-])=O.[Cu+]. The product is [CH3:24][O:23][C:20]1[CH:21]=[CH:22][C:17]([CH2:16][O:15][C:3]2[C:2]([S:38][C:34]3[CH:33]=[C:32]([CH:37]=[CH:36][CH:35]=3)[NH2:31])=[CH:7][N:6]=[C:5]([N:8]3[CH2:13][CH2:12][N:11]([CH3:14])[CH2:10][CH2:9]3)[N:4]=2)=[CH:18][CH:19]=1. The yield is 0.820.